Dataset: Full USPTO retrosynthesis dataset with 1.9M reactions from patents (1976-2016). Task: Predict the reactants needed to synthesize the given product. (1) Given the product [NH2:1][C:2]1[CH:9]=[C:8]([O:17][CH:14]2[CH2:15][CH2:16][O:11][CH2:12][CH2:13]2)[C:5]([C:6]#[N:7])=[CH:4][N:3]=1, predict the reactants needed to synthesize it. The reactants are: [NH2:1][C:2]1[CH:9]=[C:8](F)[C:5]([C:6]#[N:7])=[CH:4][N:3]=1.[O:11]1[CH2:16][CH2:15][CH:14]([OH:17])[CH2:13][CH2:12]1. (2) The reactants are: [NH2:1][C:2]1[C:7]([C:8]([C:10]2[CH:15]=[C:14]([CH3:16])[CH:13]=[CH:12][C:11]=2[O:17][CH3:18])=[O:9])=[CH:6][N:5]=[C:4]([NH:19][CH:20]2[CH2:25][CH2:24][CH:23]([NH2:26])[CH2:22][CH2:21]2)[N:3]=1.[CH3:27][S:28](Cl)(=[O:30])=[O:29]. Given the product [NH2:1][C:2]1[C:7]([C:8](=[O:9])[C:10]2[CH:15]=[C:14]([CH3:16])[CH:13]=[CH:12][C:11]=2[O:17][CH3:18])=[CH:6][N:5]=[C:4]([NH:19][CH:20]2[CH2:25][CH2:24][CH:23]([NH:26][S:28]([CH3:27])(=[O:30])=[O:29])[CH2:22][CH2:21]2)[N:3]=1, predict the reactants needed to synthesize it.